The task is: Regression. Given two drug SMILES strings and cell line genomic features, predict the synergy score measuring deviation from expected non-interaction effect.. This data is from Merck oncology drug combination screen with 23,052 pairs across 39 cell lines. Drug 1: C=CCn1c(=O)c2cnc(Nc3ccc(N4CCN(C)CC4)cc3)nc2n1-c1cccc(C(C)(C)O)n1. Drug 2: COC1CC2CCC(C)C(O)(O2)C(=O)C(=O)N2CCCCC2C(=O)OC(C(C)CC2CCC(OP(C)(C)=O)C(OC)C2)CC(=O)C(C)C=C(C)C(O)C(OC)C(=O)C(C)CC(C)C=CC=CC=C1C. Cell line: OVCAR3. Synergy scores: synergy=25.8.